From a dataset of Full USPTO retrosynthesis dataset with 1.9M reactions from patents (1976-2016). Predict the reactants needed to synthesize the given product. (1) The reactants are: [CH2:1]([N:3]1[C:12]2[C:7](=[CH:8][C:9]([NH:14][C:15]3C=[CH:19][C:18](OC)=[CH:17][C:16]=3[CH3:23])=[CH:10][C:11]=2[CH3:13])[C:6](=[O:24])[CH:5]([C:25]([O:27]C)=[O:26])[C:4]1=[O:29])[CH3:2].[OH-].[Na+].C(#[N:34])C. Given the product [CH2:1]([N:3]1[C:12]2[C:7](=[CH:8][C:9]([NH:14][C:15]3[C:16]([CH3:23])=[CH:17][CH:18]=[CH:19][N:34]=3)=[CH:10][C:11]=2[CH3:13])[C:6](=[O:24])[CH:5]([C:25]([OH:27])=[O:26])[C:4]1=[O:29])[CH3:2], predict the reactants needed to synthesize it. (2) Given the product [C:39]([C@H:2]1[C@H:7]([CH2:8][CH2:9][O:10][CH:11]([C:18]2[CH:23]=[CH:22][CH:21]=[CH:20][CH:19]=2)[C:12]2[CH:13]=[CH:14][CH:15]=[CH:16][CH:17]=2)[CH2:6][CH2:5][N:4]([CH2:24][C:25]2[CH:26]=[CH:27][C:28]([F:31])=[CH:29][CH:30]=2)[CH2:3]1)(=[O:42])[CH2:40][CH3:41], predict the reactants needed to synthesize it. The reactants are: O[CH:2]1[CH:7]([CH2:8][CH2:9][O:10][CH:11]([C:18]2[CH:23]=[CH:22][CH:21]=[CH:20][CH:19]=2)[C:12]2[CH:17]=[CH:16][CH:15]=[CH:14][CH:13]=2)[CH2:6][CH2:5][N:4]([CH2:24][C:25]2[CH:30]=[CH:29][C:28]([F:31])=[CH:27][CH:26]=2)[CH2:3]1.C(N(CC)CC)C.[C:39](Cl)(=[O:42])[CH2:40][CH3:41].O. (3) Given the product [CH3:6][C:5]1[C:4]2=[C:13]3[C:14](=[C:20]([NH2:21])[N:24]=[C:3]2[CH:11]=[CH:10][CH:9]=1)[N:15]=[CH:16][CH:17]=[CH:18]3.[NH:8]1[C:9]2[C:5](=[CH:4][C:3]([C:1]#[C:2][C:17]3[CH:18]=[C:13]([Cl:12])[C:14]([C:20]#[N:21])=[N:15][CH:16]=3)=[CH:11][CH:10]=2)[CH:6]=[CH:7]1, predict the reactants needed to synthesize it. The reactants are: [C:1]([C:3]1[CH:4]=[C:5]2[C:9](=[CH:10][CH:11]=1)[NH:8][CH:7]=[CH:6]2)#[CH:2].[Cl:12][C:13]1[C:14]([C:20]#[N:21])=[N:15][CH:16]=[C:17](Cl)[CH:18]=1.C([N:24](CC)CC)C. (4) Given the product [C:36]([O:35][C:34](=[O:40])[NH:33][C@H:20]([CH2:19][O:18][Si:1]([C:14]([CH3:17])([CH3:16])[CH3:15])([C:8]1[CH:9]=[CH:10][CH:11]=[CH:12][CH:13]=1)[C:2]1[CH:7]=[CH:6][CH:5]=[CH:4][CH:3]=1)[CH2:21][S:22][C:23]1[CH:28]=[CH:27][NH:26][C:25](=[O:29])[C:24]=1[NH2:30])([CH3:39])([CH3:37])[CH3:38], predict the reactants needed to synthesize it. The reactants are: [Si:1]([O:18][CH2:19][C@@H:20]([NH:33][C:34](=[O:40])[O:35][C:36]([CH3:39])([CH3:38])[CH3:37])[CH2:21][S:22][C:23]1[CH:28]=[CH:27][NH:26][C:25](=[O:29])[C:24]=1[N+:30]([O-])=O)([C:14]([CH3:17])([CH3:16])[CH3:15])([C:8]1[CH:13]=[CH:12][CH:11]=[CH:10][CH:9]=1)[C:2]1[CH:7]=[CH:6][CH:5]=[CH:4][CH:3]=1.C([O-])(=O)C.[NH4+].[Sn](Cl)Cl.